From a dataset of Full USPTO retrosynthesis dataset with 1.9M reactions from patents (1976-2016). Predict the reactants needed to synthesize the given product. (1) Given the product [Cl:1][C:2]1[CH:3]=[CH:4][C:5]([C:8]2[O:12][N:11]=[C:10]([C:13]3[CH:14]=[C:15]([CH:20]=[CH:21][CH:22]=3)[C:16]([OH:18])=[O:17])[CH:9]=2)=[CH:6][CH:7]=1, predict the reactants needed to synthesize it. The reactants are: [Cl:1][C:2]1[CH:7]=[CH:6][C:5]([C:8]2[O:12][N:11]=[C:10]([C:13]3[CH:14]=[C:15]([CH:20]=[CH:21][CH:22]=3)[C:16]([O:18]C)=[O:17])[CH:9]=2)=[CH:4][CH:3]=1.Cl. (2) Given the product [CH3:13][C:12]1[C:2]([C:19]2[O:20][CH:21]=[CH:22][N:23]=2)=[C:3]([CH:9]=[CH:10][CH:11]=1)[C:4]([O:6][CH2:7][CH3:8])=[O:5], predict the reactants needed to synthesize it. The reactants are: I[C:2]1[C:12]([CH3:13])=[CH:11][CH:10]=[CH:9][C:3]=1[C:4]([O:6][CH2:7][CH3:8])=[O:5].C([Sn](CCCC)(CCCC)[C:19]1[O:20][CH:21]=[CH:22][N:23]=1)CCC.